From a dataset of NCI-60 drug combinations with 297,098 pairs across 59 cell lines. Regression. Given two drug SMILES strings and cell line genomic features, predict the synergy score measuring deviation from expected non-interaction effect. Drug 1: CS(=O)(=O)CCNCC1=CC=C(O1)C2=CC3=C(C=C2)N=CN=C3NC4=CC(=C(C=C4)OCC5=CC(=CC=C5)F)Cl. Drug 2: CCN(CC)CCCC(C)NC1=C2C=C(C=CC2=NC3=C1C=CC(=C3)Cl)OC. Cell line: NCI-H460. Synergy scores: CSS=34.6, Synergy_ZIP=-0.399, Synergy_Bliss=-1.39, Synergy_Loewe=-16.5, Synergy_HSA=-2.80.